From a dataset of Forward reaction prediction with 1.9M reactions from USPTO patents (1976-2016). Predict the product of the given reaction. (1) Given the reactants CS(O[CH2:6][C:7]1[CH:12]=[CH:11][CH:10]=[C:9]([NH:13][C:14]([O:16][C:17]([CH3:20])([CH3:19])[CH3:18])=[O:15])[N:8]=1)(=O)=O.[NH:21]1[CH2:26][CH2:25][O:24][CH2:23][CH2:22]1.C(=O)([O-])[O-].[K+].[K+], predict the reaction product. The product is: [N:21]1([CH2:6][C:7]2[N:8]=[C:9]([NH:13][C:14](=[O:15])[O:16][C:17]([CH3:20])([CH3:19])[CH3:18])[CH:10]=[CH:11][CH:12]=2)[CH2:26][CH2:25][O:24][CH2:23][CH2:22]1. (2) Given the reactants [N:1]12[CH2:26][CH2:25][NH:24][CH2:23][CH2:22][NH:21][CH2:20][CH2:19][N:10]([CH2:11][CH2:12][NH:13][CH2:14][CH2:15][NH:16][CH2:17][CH2:18]1)[CH2:9][CH2:8][NH:7][CH2:6][CH2:5][NH:4][CH2:3][CH2:2]2.NCCN(CCN)CCN.C(C=O)=O.[N:41]12[CH2:66][CH2:65][N:64]=[CH:63][CH:62]=[N:61][CH2:60][CH2:59][N:50]([CH2:51][CH2:52][N:53]=[CH:54][CH:55]=[N:56][CH2:57][CH2:58]1)[CH2:49][CH2:48][N:47]=[CH:46][CH:45]=[N:44][CH2:43][CH2:42]2, predict the reaction product. The product is: [NH3:1].[N:41]12[CH2:42][CH2:43][NH:44][CH2:45][CH2:46][NH:47][CH2:48][CH2:49][N:50]([CH2:59][CH2:60][NH:61][CH2:62][CH2:63][NH:64][CH2:65][CH2:66]1)[CH2:51][CH2:52][NH:53][CH2:54][CH2:55][NH:56][CH2:57][CH2:58]2.[N:1]12[CH2:18][CH2:17][N:16]=[CH:15][CH:14]=[N:13][CH2:12][CH2:11][N:10]([CH2:9][CH2:8][N:7]=[CH:6][CH:5]=[N:4][CH2:3][CH2:2]1)[CH2:19][CH2:20][N:21]=[CH:22][CH:23]=[N:24][CH2:25][CH2:26]2. (3) The product is: [ClH:1].[Cl:1][C:2]1[S:6][C:5]([NH:7][C:8](=[O:29])[N:9]([CH2:14][CH2:15][CH:16]([C:23]2[CH:28]=[CH:27][CH:26]=[CH:25][CH:24]=2)[C:17]2[CH:18]=[CH:19][CH:20]=[CH:21][CH:22]=2)[CH2:10][CH2:11][S:43]([CH3:47])(=[O:45])=[O:44])=[N:4][C:3]=1[C:30]1[CH:35]=[CH:34][C:33]([NH:36][S:37]([CH3:40])(=[O:38])=[O:39])=[CH:32][CH:31]=1. Given the reactants [Cl:1][C:2]1[S:6][C:5]([NH:7][C:8](=[O:29])[N:9]([CH2:14][CH2:15][CH:16]([C:23]2[CH:28]=[CH:27][CH:26]=[CH:25][CH:24]=2)[C:17]2[CH:22]=[CH:21][CH:20]=[CH:19][CH:18]=2)[CH2:10][CH2:11]SC)=[N:4][C:3]=1[C:30]1[CH:35]=[CH:34][C:33]([NH:36][S:37]([CH3:40])(=[O:39])=[O:38])=[CH:32][CH:31]=1.OO[S:43]([O-:45])=[O:44].[K+].[CH3:47]O, predict the reaction product. (4) Given the reactants [OH:1][C:2]1[CH:9]=[CH:8][C:5]([CH:6]=[O:7])=[CH:4][C:3]=1[C:10]1[CH:15]=[CH:14][C:13]([O:16][CH3:17])=[CH:12][CH:11]=1.C(=O)([O-])[O-].[K+].[K+].[I-].[K+].[CH2:26](Br)[C:27]#[CH:28], predict the reaction product. The product is: [CH2:28]([O:1][C:2]1[CH:9]=[CH:8][C:5]([CH:6]=[O:7])=[CH:4][C:3]=1[C:10]1[CH:15]=[CH:14][C:13]([O:16][CH3:17])=[CH:12][CH:11]=1)[C:27]#[CH:26]. (5) Given the reactants Cl[C:2]1[N:7]=[C:6]([N:8]2[CH2:13][CH2:12][O:11][CH2:10][CH2:9]2)[C:5]([S:14][CH3:15])=[CH:4][N:3]=1.[NH2:16][C:17]1[CH:22]=[CH:21][C:20](B2OC(C)(C)C(C)(C)O2)=[CH:19][CH:18]=1.C(=O)(O)[O-].[Na+].O1CCOCC1, predict the reaction product. The product is: [CH3:15][S:14][C:5]1[C:6]([N:8]2[CH2:13][CH2:12][O:11][CH2:10][CH2:9]2)=[N:7][C:2]([C:20]2[CH:21]=[CH:22][C:17]([NH2:16])=[CH:18][CH:19]=2)=[N:3][CH:4]=1. (6) Given the reactants [N+:1]([C:4]1[N:5]=[C:6]([S:9]([C:12]2[CH:17]=[CH:16][C:15]([N+:18]([O-:20])=[O:19])=[CH:14][CH:13]=2)(=[O:11])=[O:10])[NH:7][CH:8]=1)([O-:3])=[O:2].[CH3:21]N(C)C=O.C(=O)([O-])[O-].[K+].[K+].[F-].[Cs+].[C:34]([O:37][CH2:38][CH3:39])(=O)C, predict the reaction product. The product is: [CH3:21][C@@:38]1([CH2:39][N:7]2[CH:8]=[C:4]([N+:1]([O-:3])=[O:2])[N:5]=[C:6]2[S:9]([C:12]2[CH:13]=[CH:14][C:15]([N+:18]([O-:20])=[O:19])=[CH:16][CH:17]=2)(=[O:11])=[O:10])[CH2:34][O:37]1. (7) Given the reactants [CH:1]1([CH:5]([NH:18][C:19]2[CH:27]=[CH:26][C:22]([C:23](O)=[O:24])=[CH:21][CH:20]=2)[C:6]2[CH:10]=[C:9]([C:11]3[CH:16]=[CH:15][CH:14]=[CH:13][CH:12]=3)O[C:7]=2[CH3:17])[CH2:4][CH2:3][CH2:2]1.[CH3:28][NH:29][CH2:30][CH2:31][C:32]([O:34]CC)=[O:33].Cl.C(N=C=NCCCN(C)C)C.[OH2:49].OC1C2N=NNC=2C=CC=1, predict the reaction product. The product is: [CH:1]1([CH:5]([NH:18][C:19]2[CH:27]=[CH:26][C:22]([C:23]([N:29]([CH3:28])[CH2:30][CH2:31][C:32]([OH:34])=[O:33])=[O:24])=[CH:21][CH:20]=2)[C:6]2[CH:10]=[C:9]([C:11]3[CH:12]=[CH:13][CH:14]=[CH:15][CH:16]=3)[O:49][C:7]=2[CH3:17])[CH2:2][CH2:3][CH2:4]1. (8) Given the reactants Cl.[F:2][C:3]1([F:8])[CH2:7][CH2:6][NH:5][CH2:4]1.C(=O)([O-])[O-].[K+].[K+].[Cl:15][C:16]1[C:22](Cl)=[CH:21][C:19]([NH2:20])=[C:18]([N+:24]([O-:26])=[O:25])[CH:17]=1, predict the reaction product. The product is: [Cl:15][C:16]1[C:22]([N:5]2[CH2:6][CH2:7][C:3]([F:8])([F:2])[CH2:4]2)=[CH:21][C:19]([NH2:20])=[C:18]([N+:24]([O-:26])=[O:25])[CH:17]=1. (9) The product is: [ClH:36].[ClH:36].[CH3:1][C:2]1[C:7]([C:8]2[C:9](=[O:35])[NH:10][C:11](=[O:34])[N:12]([CH2:14][CH2:15][CH2:16][CH2:17][N:18]3[CH2:23][C@H:22]4[C@:20]([C:24]5[CH:25]=[CH:26][C:27]([C:30]([F:31])([F:33])[F:32])=[CH:28][CH:29]=5)([CH2:21]4)[CH2:19]3)[CH:13]=2)=[CH:6][CH:5]=[CH:4][N:3]=1. Given the reactants [CH3:1][C:2]1[C:7]([C:8]2[C:9](=[O:35])[NH:10][C:11](=[O:34])[N:12]([CH2:14][CH2:15][CH2:16][CH2:17][N:18]3[CH2:23][C@H:22]4[C@:20]([C:24]5[CH:29]=[CH:28][C:27]([C:30]([F:33])([F:32])[F:31])=[CH:26][CH:25]=5)([CH2:21]4)[CH2:19]3)[CH:13]=2)=[CH:6][CH:5]=[CH:4][N:3]=1.[ClH:36].O1CCOCC1, predict the reaction product. (10) Given the reactants [NH2:1][C:2]1[CH:10]=[CH:9][CH:8]=[C:7]2[C:3]=1[C:4](=[O:20])[N:5]([CH:12]1[CH2:17][CH2:16][C:15](=[O:18])[NH:14][C:13]1=[O:19])[C:6]2=[O:11].[CH:21]1([C:24](Cl)=[O:25])[CH2:23][CH2:22]1.CO, predict the reaction product. The product is: [O:19]=[C:13]1[CH:12]([N:5]2[C:4](=[O:20])[C:3]3[C:7](=[CH:8][CH:9]=[CH:10][C:2]=3[NH:1][C:24]([CH:21]3[CH2:23][CH2:22]3)=[O:25])[C:6]2=[O:11])[CH2:17][CH2:16][C:15](=[O:18])[NH:14]1.